Dataset: Forward reaction prediction with 1.9M reactions from USPTO patents (1976-2016). Task: Predict the product of the given reaction. (1) Given the reactants [Cl:1][C:2]1[N:3]=[CH:4][C:5]2[CH:10]=[C:9]([CH:11]([OH:13])[CH3:12])[N:8]([CH:14]([CH2:17][CH3:18])[CH2:15][CH3:16])[C:6]=2[N:7]=1.CC(OI1(OC(C)=O)(OC(C)=O)OC(=O)C2C=CC=CC1=2)=O, predict the reaction product. The product is: [Cl:1][C:2]1[N:3]=[CH:4][C:5]2[CH:10]=[C:9]([C:11](=[O:13])[CH3:12])[N:8]([CH:14]([CH2:15][CH3:16])[CH2:17][CH3:18])[C:6]=2[N:7]=1. (2) Given the reactants [O:1]1[CH2:6][CH2:5][N:4]([CH2:7][CH2:8][N:9]([C:14]2[CH:29]=[CH:28][C:17]([C:18]([O:20]CC3C=CC=CC=3)=[O:19])=[CH:16][C:15]=2[O:30][CH2:31][CH2:32][O:33][CH:34]2[CH2:39][CH2:38][CH2:37][CH2:36][O:35]2)[S:10]([CH3:13])(=[O:12])=[O:11])[CH2:3][CH2:2]1, predict the reaction product. The product is: [O:1]1[CH2:6][CH2:5][N:4]([CH2:7][CH2:8][N:9]([C:14]2[CH:29]=[CH:28][C:17]([C:18]([OH:20])=[O:19])=[CH:16][C:15]=2[O:30][CH2:31][CH2:32][O:33][CH:34]2[CH2:39][CH2:38][CH2:37][CH2:36][O:35]2)[S:10]([CH3:13])(=[O:12])=[O:11])[CH2:3][CH2:2]1. (3) The product is: [CH:23]1[C:31]2[C:30]3[CH:32]=[CH:33][CH:34]=[CH:35][C:29]=3[O:28][C:27]=2[C:26]([C:2]2[N:7]=[CH:6][N:5]=[C:4]([NH:8][C:9]3[CH:14]=[CH:13][C:12]([NH:15][C:16](=[O:22])[O:17][C:18]([CH3:21])([CH3:20])[CH3:19])=[CH:11][CH:10]=3)[CH:3]=2)=[CH:25][CH:24]=1. Given the reactants Cl[C:2]1[N:7]=[CH:6][N:5]=[C:4]([NH:8][C:9]2[CH:14]=[CH:13][C:12]([NH:15][C:16](=[O:22])[O:17][C:18]([CH3:21])([CH3:20])[CH3:19])=[CH:11][CH:10]=2)[CH:3]=1.[CH:23]1[C:31]2[C:30]3[CH:32]=[CH:33][CH:34]=[CH:35][C:29]=3[O:28][C:27]=2[C:26](B(O)O)=[CH:25][CH:24]=1.C([O-])([O-])=O.[Na+].[Na+], predict the reaction product. (4) Given the reactants [CH3:1][S:2]([NH:5][C:6]1[CH:20]=[CH:19][C:9]([O:10][C:11]2[CH:18]=[CH:17][C:14]([CH:15]=O)=[CH:13][CH:12]=2)=[CH:8][CH:7]=1)(=[O:4])=[O:3].[OH:21][CH:22]1[CH2:27][CH2:26][NH:25][CH2:24][CH2:23]1.C(O[BH-](OC(=O)C)OC(=O)C)(=O)C.[Na+].[OH-].[Na+], predict the reaction product. The product is: [CH3:1][S:2]([NH:5][C:6]1[CH:20]=[CH:19][C:9]([O:10][C:11]2[CH:18]=[CH:17][C:14]([CH2:15][N:25]3[CH2:26][CH2:27][CH:22]([OH:21])[CH2:23][CH2:24]3)=[CH:13][CH:12]=2)=[CH:8][CH:7]=1)(=[O:4])=[O:3].